This data is from Reaction yield outcomes from USPTO patents with 853,638 reactions. The task is: Predict the reaction yield, written as a fraction of the theoretical maximum amount of product (1.0 means a 100% yield; for example, 0.34 means a 34% yield). (1) The reactants are [F:1][C:2]1[CH:17]=[CH:16][C:5]([O:6][C:7]2[CH:8]=[C:9]([N+:13]([O-])=O)[CH:10]=[CH:11][CH:12]=2)=[CH:4][CH:3]=1. The catalyst is C(O)C.[Pd]. The product is [F:1][C:2]1[CH:17]=[CH:16][C:5]([O:6][C:7]2[CH:8]=[C:9]([CH:10]=[CH:11][CH:12]=2)[NH2:13])=[CH:4][CH:3]=1. The yield is 0.900. (2) The catalyst is CCO. The reactants are C(N[C@H](C(O)=O)CC(C)C)(=O)C.[CH2:13]([O:15][C:16]1[CH:17]=[C:18]([C@H:24]([NH2:30])[CH2:25][S:26]([CH3:29])(=[O:28])=[O:27])[CH:19]=[CH:20][C:21]=1[O:22][CH3:23])[CH3:14].[C:31]([NH:34][C:35]1[CH:45]=[CH:44][CH:43]=[C:37]2[C:38]([O:40][C:41](=O)[C:36]=12)=[O:39])(=[O:33])[CH3:32].C(O)(=O)C.C=CCl. The yield is 0.750. The product is [CH2:13]([O:15][C:16]1[CH:17]=[C:18]([CH:24]([N:30]2[C:41](=[O:40])[C:36]3[C:37](=[CH:43][CH:44]=[CH:45][C:35]=3[NH:34][C:31](=[O:33])[CH3:32])[C:38]2=[O:39])[CH2:25][S:26]([CH3:29])(=[O:28])=[O:27])[CH:19]=[CH:20][C:21]=1[O:22][CH3:23])[CH3:14]. (3) The yield is 0.600. The reactants are [N-:1]=[N+:2]=[N-:3].[Na+].[CH:5](Br)=[CH:6][CH2:7][CH2:8][CH2:9][CH2:10][CH2:11][CH2:12][CH2:13][CH2:14][CH3:15].O. The catalyst is CN(C)C=O. The product is [CH:5]([N:1]=[N+:2]=[N-:3])=[CH:6][CH2:7][CH2:8][CH2:9][CH2:10][CH2:11][CH2:12][CH2:13][CH2:14][CH3:15].